This data is from NCI-60 drug combinations with 297,098 pairs across 59 cell lines. The task is: Regression. Given two drug SMILES strings and cell line genomic features, predict the synergy score measuring deviation from expected non-interaction effect. (1) Drug 1: CC12CCC3C(C1CCC2=O)CC(=C)C4=CC(=O)C=CC34C. Drug 2: CCCCC(=O)OCC(=O)C1(CC(C2=C(C1)C(=C3C(=C2O)C(=O)C4=C(C3=O)C=CC=C4OC)O)OC5CC(C(C(O5)C)O)NC(=O)C(F)(F)F)O. Cell line: SR. Synergy scores: CSS=38.0, Synergy_ZIP=-3.61, Synergy_Bliss=-7.01, Synergy_Loewe=-16.5, Synergy_HSA=-6.21. (2) Drug 1: C1CC(=O)NC(=O)C1N2C(=O)C3=CC=CC=C3C2=O. Drug 2: COCCOC1=C(C=C2C(=C1)C(=NC=N2)NC3=CC=CC(=C3)C#C)OCCOC.Cl. Cell line: IGROV1. Synergy scores: CSS=5.15, Synergy_ZIP=-4.09, Synergy_Bliss=-0.324, Synergy_Loewe=-12.8, Synergy_HSA=-2.28. (3) Drug 1: CC1C(C(CC(O1)OC2CC(CC3=C2C(=C4C(=C3O)C(=O)C5=C(C4=O)C(=CC=C5)OC)O)(C(=O)C)O)N)O.Cl. Drug 2: CCC1(C2=C(COC1=O)C(=O)N3CC4=CC5=C(C=CC(=C5CN(C)C)O)N=C4C3=C2)O.Cl. Cell line: NCIH23. Synergy scores: CSS=26.3, Synergy_ZIP=-12.1, Synergy_Bliss=-7.91, Synergy_Loewe=-9.71, Synergy_HSA=-5.12. (4) Drug 1: C1C(C(OC1N2C=C(C(=O)NC2=O)F)CO)O. Drug 2: CN1C(=O)N2C=NC(=C2N=N1)C(=O)N. Cell line: MDA-MB-435. Synergy scores: CSS=3.52, Synergy_ZIP=-1.52, Synergy_Bliss=1.76, Synergy_Loewe=-8.05, Synergy_HSA=-0.254.